Dataset: Full USPTO retrosynthesis dataset with 1.9M reactions from patents (1976-2016). Task: Predict the reactants needed to synthesize the given product. (1) The reactants are: [CH:1]1([NH:6][C@H:7]([C@H:9]2[O:17][C@H:16]3[C@H:12]([N:13]=[C:14]([N:18](C)[C:19](=O)OC(C)(C)C)[S:15]3)[C@@H:11]([O:27]CC3C=CC(OC)=CC=3)[C@@H:10]2[O:37]CC2C=CC(OC)=CC=2)[CH3:8])[CH2:5][CH2:4][CH2:3][CH2:2]1.C(O)(C(F)(F)F)=O.CO.[NH4+].[OH-]. Given the product [CH:1]1([NH:6][C@@H:7]([C@H:9]2[O:17][C@H:16]3[C@H:12]([N:13]=[C:14]([NH:18][CH3:19])[S:15]3)[C@@H:11]([OH:27])[C@@H:10]2[OH:37])[CH3:8])[CH2:5][CH2:4][CH2:3][CH2:2]1, predict the reactants needed to synthesize it. (2) Given the product [CH:3]([C:5]1[CH:6]=[C:7]([CH:12]=[CH:13][CH:14]=1)[O:8][CH2:9][C:10]#[N:11])=[CH2:15], predict the reactants needed to synthesize it. The reactants are: [H-].[Na+].[CH:3]([C:5]1[CH:6]=[C:7]([CH:12]=[CH:13][CH:14]=1)[O:8][CH2:9][C:10]#[N:11])=O.[CH2:15]1COCC1.